This data is from Forward reaction prediction with 1.9M reactions from USPTO patents (1976-2016). The task is: Predict the product of the given reaction. (1) Given the reactants C(OC(=O)[NH:7][CH2:8][CH2:9][C:10]1[CH:15]=[CH:14][C:13]([O:16][CH2:17][CH2:18][C:19]2[CH:24]=[CH:23][C:22]([O:25][CH2:26][C:27]3[CH:32]=[CH:31][CH:30]=[CH:29][CH:28]=3)=[C:21]([C@@H:33]([C:43]3[CH:48]=[CH:47][CH:46]=[CH:45][CH:44]=3)[CH2:34][CH2:35][N:36]([CH:40]([CH3:42])[CH3:41])[CH:37]([CH3:39])[CH3:38])[CH:20]=2)=[CH:12][CH:11]=1)(C)(C)C.Cl.[CH2:51]([O:58][C:59]1[CH:64]=[CH:63][C:62]([C@@H:65]([O:68][Si:69]([C:72]([CH3:75])([CH3:74])[CH3:73])([CH3:71])[CH3:70])[CH2:66]Br)=[CH:61][C:60]=1[CH2:76][OH:77])[C:52]1[CH:57]=[CH:56][CH:55]=[CH:54][CH:53]=1.C(=O)([O-])O.[Na+], predict the reaction product. The product is: [NH3:7].[CH2:51]([O:58][C:59]1[CH:64]=[CH:63][C:62]([C@@H:65]([O:68][Si:69]([C:72]([CH3:75])([CH3:74])[CH3:73])([CH3:71])[CH3:70])[CH2:66][NH:7][CH2:8][CH2:9][C:10]2[CH:11]=[CH:12][C:13]([O:16][CH2:17][CH2:18][C:19]3[CH:24]=[CH:23][C:22]([O:25][CH2:26][C:27]4[CH:28]=[CH:29][CH:30]=[CH:31][CH:32]=4)=[C:21]([C@@H:33]([C:43]4[CH:44]=[CH:45][CH:46]=[CH:47][CH:48]=4)[CH2:34][CH2:35][N:36]([CH:37]([CH3:39])[CH3:38])[CH:40]([CH3:42])[CH3:41])[CH:20]=3)=[CH:14][CH:15]=2)=[CH:61][C:60]=1[CH2:76][OH:77])[C:52]1[CH:57]=[CH:56][CH:55]=[CH:54][CH:53]=1. (2) Given the reactants [N:1]1[CH:6]=[CH:5][C:4]([C:7]2[O:11][CH:10]=[N:9][C:8]=2[C:12]([O:14]C)=[O:13])=[N:3][CH:2]=1.[Li+].[OH-], predict the reaction product. The product is: [N:1]1[CH:6]=[CH:5][C:4]([C:7]2[O:11][CH:10]=[N:9][C:8]=2[C:12]([OH:14])=[O:13])=[N:3][CH:2]=1. (3) Given the reactants [F:1][C:2]1([C:9]2[CH:14]=[CH:13][C:12]([C:15]3[CH2:19][C:18]([C:24]4[CH:29]=[C:28]([Cl:30])[C:27]([Cl:31])=[C:26]([Cl:32])[CH:25]=4)([C:20]([F:23])([F:22])[F:21])[O:17][N:16]=3)=[CH:11][CH:10]=2)[CH2:5][CH:4]([C:6]([OH:8])=O)[CH2:3]1.C1C=CC2N(O)N=NC=2C=1.CCN(C(C)C)C(C)C.CCN=C=NCCCN(C)C.Cl.Cl.Cl.[F:66][C:67]([F:71])([F:70])[CH2:68][NH2:69], predict the reaction product. The product is: [F:66][C:67]([F:71])([F:70])[CH2:68][NH:69][C:6]([CH:4]1[CH2:5][C:2]([F:1])([C:9]2[CH:14]=[CH:13][C:12]([C:15]3[CH2:19][C:18]([C:24]4[CH:29]=[C:28]([Cl:30])[C:27]([Cl:31])=[C:26]([Cl:32])[CH:25]=4)([C:20]([F:22])([F:23])[F:21])[O:17][N:16]=3)=[CH:11][CH:10]=2)[CH2:3]1)=[O:8]. (4) Given the reactants [F:1][C:2]1[CH:3]=[CH:4][CH:5]=[C:6]2[C:10]=1[NH:9][N:8]=[C:7]2[C:11]1[CH:16]=[CH:15][C:14]([O:17][CH3:18])=[C:13]([CH3:19])[CH:12]=1.[H-].[Na+].[CH:22]1(Br)[CH2:26][CH2:25][CH2:24][CH2:23]1, predict the reaction product. The product is: [CH:22]1([N:9]2[C:10]3[C:6](=[CH:5][CH:4]=[CH:3][C:2]=3[F:1])[C:7]([C:11]3[CH:16]=[CH:15][C:14]([O:17][CH3:18])=[C:13]([CH3:19])[CH:12]=3)=[N:8]2)[CH2:26][CH2:25][CH2:24][CH2:23]1.